From a dataset of Blood-brain barrier permeability classification from the B3DB database. Regression/Classification. Given a drug SMILES string, predict its absorption, distribution, metabolism, or excretion properties. Task type varies by dataset: regression for continuous measurements (e.g., permeability, clearance, half-life) or binary classification for categorical outcomes (e.g., BBB penetration, CYP inhibition). Dataset: b3db_classification. (1) The compound is CCCCCC(O)CCC1C(O)CC2Cc3c(cccc3OCC(=O)O)CC21. The result is 0 (does not penetrate BBB). (2) The molecule is Cc1cccc(C=NN2CCN(C(c3ccccc3)c3ccccc3)CC2)n1. The result is 1 (penetrates BBB). (3) The drug is CC(CN1CC(=O)NC(=O)C1)N1CC(=O)NC(=O)C1. The result is 0 (does not penetrate BBB). (4) The molecule is Clc1ccc2c(c1)/C(=C/C1CN3CCC1CC3)c1ccccc1S2. The result is 1 (penetrates BBB). (5) The molecule is CN1CCC(=C2c3ccccc3Oc3ccc(Cl)cc32)CC1. The result is 1 (penetrates BBB). (6) The drug is CC[C@]1(c2ccccc2)NC(=O)N(C)C1=O. The result is 1 (penetrates BBB). (7) The molecule is C[N+]12CCC(CC1)C(OC(=O)C(O)(c1ccccc1)c1ccccc1)C2. The result is 0 (does not penetrate BBB). (8) The compound is Cc1cc(NC(=O)c2ccc(CN3CCCC3)cc2)nn1Cc1cc(Cl)ccc1OCC(C)C. The result is 1 (penetrates BBB).